Dataset: Full USPTO retrosynthesis dataset with 1.9M reactions from patents (1976-2016). Task: Predict the reactants needed to synthesize the given product. (1) Given the product [OH:22][CH:21]([C:10]1[O:11][C:5]2[C:4]([CH2:12][CH:13]([CH3:15])[CH3:14])=[N:3][N:2]([CH3:1])[C:7](=[O:8])[C:6]=2[CH:9]=1)[C:20]1[CH:23]=[CH:24][CH:25]=[C:18]([C:16]#[N:17])[CH:19]=1, predict the reactants needed to synthesize it. The reactants are: [CH3:1][N:2]1[C:7](=[O:8])[C:6]2[CH:9]=[CH:10][O:11][C:5]=2[C:4]([CH2:12][CH:13]([CH3:15])[CH3:14])=[N:3]1.[C:16]([C:18]1[CH:19]=[C:20]([CH:23]=[CH:24][CH:25]=1)[CH:21]=[O:22])#[N:17]. (2) The reactants are: [CH2:1](Br)[C:2]1[CH:7]=[CH:6][CH:5]=[CH:4][CH:3]=1.[C:9]([O:17][C:18]1[CH:33]=[CH:32][C:21]([C:22]([O:24][CH2:25][C:26]2[CH:31]=[CH:30][CH:29]=[CH:28][CH:27]=2)=[O:23])=[C:20]([OH:34])[CH:19]=1)(=[O:16])[C:10]1[CH:15]=[CH:14][CH:13]=[CH:12][CH:11]=1.C(=O)([O-])[O-].[Cs+].[Cs+].O. Given the product [C:9]([O:17][C:18]1[CH:33]=[CH:32][C:21]([C:22]([O:24][CH2:25][C:26]2[CH:27]=[CH:28][CH:29]=[CH:30][CH:31]=2)=[O:23])=[C:20]([O:34][CH2:1][C:2]2[CH:7]=[CH:6][CH:5]=[CH:4][CH:3]=2)[CH:19]=1)(=[O:16])[C:10]1[CH:15]=[CH:14][CH:13]=[CH:12][CH:11]=1, predict the reactants needed to synthesize it. (3) Given the product [Cl:31][C:32]1[CH:38]=[C:37]([C:39]([F:48])([C:40]([F:42])([F:43])[F:41])[C:44]([F:45])([F:47])[F:46])[CH:36]=[C:35]([C:49]([F:50])([F:51])[F:52])[C:33]=1[NH:34][C:6](=[O:7])[C:5]1[CH:9]=[CH:10][C:2]([I:1])=[C:3]([N+:11]([O-:13])=[O:12])[CH:4]=1, predict the reactants needed to synthesize it. The reactants are: [I:1][C:2]1[CH:10]=[CH:9][C:5]([C:6](Cl)=[O:7])=[CH:4][C:3]=1[N+:11]([O-:13])=[O:12].IC1C=CC(C(O)=O)=CC=1[N+]([O-])=O.S(Cl)(Cl)=O.[Cl:31][C:32]1[CH:38]=[C:37]([C:39]([F:48])([C:44]([F:47])([F:46])[F:45])[C:40]([F:43])([F:42])[F:41])[CH:36]=[C:35]([C:49]([F:52])([F:51])[F:50])[C:33]=1[NH2:34]. (4) Given the product [F:17][C:13]1[CH:12]=[C:11]([S:8]([C:5]2[CH:6]=[CH:7][C:2]([C:22]3[CH:21]=[C:20]([F:19])[CH:25]=[CH:24][C:23]=3[O:29][CH3:30])=[CH:3][C:4]=2[F:18])(=[O:10])=[O:9])[CH:16]=[CH:15][CH:14]=1, predict the reactants needed to synthesize it. The reactants are: Br[C:2]1[CH:7]=[CH:6][C:5]([S:8]([C:11]2[CH:16]=[CH:15][CH:14]=[C:13]([F:17])[CH:12]=2)(=[O:10])=[O:9])=[C:4]([F:18])[CH:3]=1.[F:19][C:20]1[CH:21]=[CH:22][C:23]([O:29][CH3:30])=[C:24](B(O)O)[CH:25]=1. (5) Given the product [CH2:20]([C:19]([C:16]1[CH:17]=[CH:18][C:13]([C:10]2[CH:11]=[CH:12][C:7]([CH2:6][C:5]([OH:41])=[O:4])=[CH:8][CH:9]=2)=[C:14]([CH3:40])[CH:15]=1)([C:22]1[CH:27]=[CH:26][C:25](/[CH:28]=[CH:29]/[C:30]2([OH:36])[CH2:31][CH2:32][S:33][CH2:34][CH2:35]2)=[C:24]([CH3:37])[CH:23]=1)[CH2:38][CH3:39])[CH3:21], predict the reactants needed to synthesize it. The reactants are: [OH-].[Na+].C[O:4][C:5](=[O:41])[CH2:6][C:7]1[CH:12]=[CH:11][C:10]([C:13]2[CH:18]=[CH:17][C:16]([C:19]([CH2:38][CH3:39])([C:22]3[CH:27]=[CH:26][C:25](/[CH:28]=[CH:29]/[C:30]4([OH:36])[CH2:35][CH2:34][S:33][CH2:32][CH2:31]4)=[C:24]([CH3:37])[CH:23]=3)[CH2:20][CH3:21])=[CH:15][C:14]=2[CH3:40])=[CH:9][CH:8]=1.